From a dataset of Forward reaction prediction with 1.9M reactions from USPTO patents (1976-2016). Predict the product of the given reaction. (1) Given the reactants [N:1]1[CH:6]=[CH:5][CH:4]=[CH:3][C:2]=1[CH2:7][CH2:8][N:9]1[CH2:14][CH2:13][N:12]([C:15]2[C:23]3[O:22][C:21]([C:24]([O-])=[O:25])=[CH:20][C:19]=3[CH:18]=[CH:17][CH:16]=2)[CH2:11][CH2:10]1.[Li+].[CH:28]1([NH2:31])[CH2:30][CH2:29]1, predict the reaction product. The product is: [CH:28]1([NH:31][C:24]([C:21]2[O:22][C:23]3[C:15]([N:12]4[CH2:11][CH2:10][N:9]([CH2:8][CH2:7][C:2]5[CH:3]=[CH:4][CH:5]=[CH:6][N:1]=5)[CH2:14][CH2:13]4)=[CH:16][CH:17]=[CH:18][C:19]=3[CH:20]=2)=[O:25])[CH2:30][CH2:29]1. (2) Given the reactants [CH2:1]([S:8][CH:9]([CH:38]=O)[CH2:10][NH:11][C:12]([C:14]1[NH:15][C:16]2[C:21]([CH:22]=1)=[CH:20][C:19]([O:23][C:24]([F:27])([F:26])[F:25])=[CH:18][C:17]=2[N:28]([CH3:37])[S:29]([C:32]1[S:33][CH:34]=[CH:35][CH:36]=1)(=[O:31])=[O:30])=[O:13])[C:2]1[CH:7]=[CH:6][CH:5]=[CH:4][CH:3]=1.ClCCCl.[NH:44]1[CH2:49][CH2:48][O:47][CH2:46][CH2:45]1.C(O[BH-](OC(=O)C)OC(=O)C)(=O)C.[Na+], predict the reaction product. The product is: [CH2:1]([S:8][CH:9]([CH2:38][N:44]1[CH2:49][CH2:48][O:47][CH2:46][CH2:45]1)[CH2:10][NH:11][C:12]([C:14]1[NH:15][C:16]2[C:21]([CH:22]=1)=[CH:20][C:19]([O:23][C:24]([F:27])([F:26])[F:25])=[CH:18][C:17]=2[N:28]([CH3:37])[S:29]([C:32]1[S:33][CH:34]=[CH:35][CH:36]=1)(=[O:31])=[O:30])=[O:13])[C:2]1[CH:7]=[CH:6][CH:5]=[CH:4][CH:3]=1. (3) Given the reactants Cl[C:2]1[N:6]([C@H:7]2[O:15][CH2:14][C@@H:12]([OH:13])[C@H:10]([OH:11])[C@@H:8]2[OH:9])[C:5]2[CH:16]=[C:17]([Cl:21])[C:18]([Cl:20])=[CH:19][C:4]=2[N:3]=1.[CH:22]1([NH2:29])[CH2:28][CH2:27][CH2:26][CH2:25][CH2:24][CH2:23]1, predict the reaction product. The product is: [CH:22]1([NH:29][C:2]2[N:6]([C@H:7]3[O:15][CH2:14][C@@H:12]([OH:13])[C@H:10]([OH:11])[C@@H:8]3[OH:9])[C:5]3[CH:16]=[C:17]([Cl:21])[C:18]([Cl:20])=[CH:19][C:4]=3[N:3]=2)[CH2:28][CH2:27][CH2:26][CH2:25][CH2:24][CH2:23]1. (4) Given the reactants CCN(C(C)C)C(C)C.C(S[C:18](=[O:39])[CH2:19][C@H:20]([NH:31][C:32]([O:34][C:35]([CH3:38])([CH3:37])[CH3:36])=[O:33])[C:21]([O:23][CH2:24][C:25]1[CH:30]=[CH:29][CH:28]=[CH:27][CH:26]=1)=[O:22])C1C=CC=CC=1.Cl.[NH2:41][C@@H:42]([CH2:48][SH:49])[C:43]([O:45][CH2:46][CH3:47])=[O:44], predict the reaction product. The product is: [C:35]([O:34][C:32]([NH:31][C@@H:20]([CH2:19][C:18]([NH:41][C@@H:42]([CH2:48][SH:49])[C:43]([O:45][CH2:46][CH3:47])=[O:44])=[O:39])[C:21]([O:23][CH2:24][C:25]1[CH:26]=[CH:27][CH:28]=[CH:29][CH:30]=1)=[O:22])=[O:33])([CH3:36])([CH3:37])[CH3:38]. (5) Given the reactants [NH:1]([C:8]1[N:9]([C:25]2[CH:30]=[CH:29][CH:28]=[CH:27][CH:26]=2)[C:10]2[C:15]([C:16](=[O:18])[CH:17]=1)=[CH:14][C:13](/[CH:19]=[CH:20]/[C:21]([OH:23])=[O:22])=[C:12]([CH3:24])[N:11]=2)[C:2]1[CH:7]=[CH:6][CH:5]=[CH:4][CH:3]=1.C(O)=O.N, predict the reaction product. The product is: [NH:1]([C:8]1[N:9]([C:25]2[CH:26]=[CH:27][CH:28]=[CH:29][CH:30]=2)[C:10]2[N:11]=[C:12]([CH3:24])[C:13]([CH2:19][CH2:20][C:21]([OH:23])=[O:22])=[CH:14][C:15]=2[C:16](=[O:18])[CH:17]=1)[C:2]1[CH:7]=[CH:6][CH:5]=[CH:4][CH:3]=1. (6) Given the reactants [CH2:1]([CH:3]([CH2:23][CH3:24])[CH2:4][O:5][C:6]1[C:7]([CH3:22])=[N:8][N:9]([CH2:12][CH2:13][NH:14]C(=O)OC(C)(C)C)[C:10]=1[CH3:11])[CH3:2].[F:25][C:26]([F:31])([F:30])[C:27]([OH:29])=[O:28], predict the reaction product. The product is: [F:25][C:26]([F:31])([F:30])[C:27]([OH:29])=[O:28].[CH2:23]([CH:3]([CH2:1][CH3:2])[CH2:4][O:5][C:6]1[C:7]([CH3:22])=[N:8][N:9]([CH2:12][CH2:13][NH2:14])[C:10]=1[CH3:11])[CH3:24].